Dataset: Full USPTO retrosynthesis dataset with 1.9M reactions from patents (1976-2016). Task: Predict the reactants needed to synthesize the given product. (1) The reactants are: B(Br)(Br)Br.[ClH:5].[NH2:6][C:7]1[N:12]=[CH:11][N:10]=[C:9]2[N:13]([CH:25]([C:27]3[O:28][C:29](=[O:47])[C:30]4[C:35]([C:36]=3[C:37]3[CH2:38][C:39]([CH3:46])([CH3:45])[NH:40][C:41]([CH3:44])([CH3:43])[CH:42]=3)=[CH:34][CH:33]=[CH:32][CH:31]=4)[CH3:26])[N:14]=[C:15]([C:16]3[CH:21]=[C:20]([O:22]C)[CH:19]=[C:18]([F:24])[CH:17]=3)[C:8]=12.CCO. Given the product [ClH:5].[NH2:6][C:7]1[N:12]=[CH:11][N:10]=[C:9]2[N:13]([CH:25]([C:27]3[O:28][C:29](=[O:47])[C:30]4[C:35]([C:36]=3[C:37]3[CH2:38][C:39]([CH3:46])([CH3:45])[NH:40][C:41]([CH3:44])([CH3:43])[CH:42]=3)=[CH:34][CH:33]=[CH:32][CH:31]=4)[CH3:26])[N:14]=[C:15]([C:16]3[CH:21]=[C:20]([OH:22])[CH:19]=[C:18]([F:24])[CH:17]=3)[C:8]=12, predict the reactants needed to synthesize it. (2) Given the product [C:8]([C:4]1[CH:3]=[C:2]([O:18][C:15]2[CH:16]=[CH:17][C:12]([NH2:11])=[CH:13][CH:14]=2)[CH:7]=[CH:6][N:5]=1)(=[O:9])[NH2:10], predict the reactants needed to synthesize it. The reactants are: Cl[C:2]1[CH:7]=[CH:6][N:5]=[C:4]([C:8]([NH2:10])=[O:9])[CH:3]=1.[NH2:11][C:12]1[CH:17]=[CH:16][C:15]([OH:18])=[CH:14][CH:13]=1. (3) Given the product [NH:8]1[CH:12]=[C:11]([CH2:13][CH2:14][CH2:15][C:16]([OH:18])=[O:17])[N:10]=[N:9]1, predict the reactants needed to synthesize it. The reactants are: C([N:8]1[CH:12]=[C:11]([CH2:13][CH2:14][CH2:15][C:16]([OH:18])=[O:17])[N:10]=[N:9]1)C1C=CC=CC=1. (4) Given the product [NH2:1][C:4]1[C:5]([CH:16]=[O:17])=[CH:6][N:7]([CH2:11][C:12]([F:15])([F:13])[F:14])[C:8](=[O:10])[CH:9]=1, predict the reactants needed to synthesize it. The reactants are: [N:1]([C:4]1[C:5]([CH:16]=[O:17])=[CH:6][N:7]([CH2:11][C:12]([F:15])([F:14])[F:13])[C:8](=[O:10])[CH:9]=1)=[N+]=[N-].C12(CS(O)(=O)=O)C(C)(C)C(CC1)CC2=O.C(=O)([O-])O.[Na+].O. (5) Given the product [CH3:1][O:2][C:3](=[O:14])[C:4]1[CH:9]=[CH:8][C:7]([N+:10]([O-:12])=[O:11])=[C:6]([O:13][CH2:15][C:16]2[CH:21]=[CH:20][CH:19]=[CH:18][CH:17]=2)[CH:5]=1, predict the reactants needed to synthesize it. The reactants are: [CH3:1][O:2][C:3](=[O:14])[C:4]1[CH:9]=[CH:8][C:7]([N+:10]([O-:12])=[O:11])=[C:6]([OH:13])[CH:5]=1.[CH2:15](O)[C:16]1[CH:21]=[CH:20][CH:19]=[CH:18][CH:17]=1.C1C=CC(P(C2C=CC=CC=2)C2C=CC=CC=2)=CC=1.CC(OC(/N=N/C(OC(C)C)=O)=O)C.CC[NH+](CC)CC.CC[NH+](CC)CC.C([O-])([O-])=O. (6) Given the product [C:13]1([C:8]2[C:7]([CH3:11])=[N:6][N:5]([CH2:4][CH2:3][N:2]([CH3:12])[CH3:1])[C:9]=2[NH2:10])[CH2:18][CH2:17][CH2:16][CH2:15][CH:14]=1, predict the reactants needed to synthesize it. The reactants are: [CH3:1][N:2]([CH3:12])[CH2:3][CH2:4][N:5]1[C:9]([NH2:10])=[CH:8][C:7]([CH3:11])=[N:6]1.[C:13]1(=O)[CH2:18][CH2:17][CH2:16][CH2:15][CH2:14]1. (7) Given the product [CH:2]([C:3]12[CH2:7][CH:6]([CH2:8]1)[CH2:5][N:4]2[C:9]([O:11][CH2:12][C:13]1[CH:18]=[CH:17][CH:16]=[CH:15][CH:14]=1)=[O:10])=[O:1], predict the reactants needed to synthesize it. The reactants are: [OH:1][CH2:2][C:3]12[CH2:8][CH:6]([CH2:7]1)[CH2:5][N:4]2[C:9]([O:11][CH2:12][C:13]1[CH:18]=[CH:17][CH:16]=[CH:15][CH:14]=1)=[O:10].